From a dataset of Forward reaction prediction with 1.9M reactions from USPTO patents (1976-2016). Predict the product of the given reaction. Given the reactants [NH:1]=[C:2]([NH:5][C:6](=O)[C@@H:7]([NH:11][C:12](=[O:18])[O:13][C:14]([CH3:17])([CH3:16])[CH3:15])[CH2:8][C:9]#[CH:10])SC.O.[NH2:21][NH2:22], predict the reaction product. The product is: [NH2:1][C:2]1[N:5]=[C:6]([C@@H:7]([NH:11][C:12](=[O:18])[O:13][C:14]([CH3:17])([CH3:16])[CH3:15])[CH2:8][C:9]#[CH:10])[NH:22][N:21]=1.